Dataset: Reaction yield outcomes from USPTO patents with 853,638 reactions. Task: Predict the reaction yield, written as a fraction of the theoretical maximum amount of product (1.0 means a 100% yield; for example, 0.34 means a 34% yield). (1) The reactants are [N:1]1([C:6]([C:8]2[C:9]([CH3:16])=[C:10]([CH:14]=O)[NH:11][C:12]=2[CH3:13])=[O:7])[CH:5]=[CH:4][N:3]=[CH:2]1.NCCN1C[CH2:24][O:23][CH2:22][CH2:21]1.[F:26][C:27]1[CH:28]=[C:29]2[C:33](=[CH:34][CH:35]=1)[NH:32][C:31](=[O:36])[CH2:30]2. The catalyst is C1COCC1. The product is [F:26][C:27]1[CH:28]=[C:29]2[C:33](=[CH:34][CH:35]=1)[NH:32][C:31](=[O:36])/[C:30]/2=[CH:14]\[C:10]1[NH:11][C:12]([CH3:13])=[C:8]([C:6]([NH:1][CH2:5][CH2:4][N:3]2[CH2:21][CH2:22][O:23][CH2:24][CH2:2]2)=[O:7])[C:9]=1[CH3:16]. The yield is 0.870. (2) The product is [C:61]([O:60][C:58]([N:54]1[CH2:55][CH2:56][CH2:57][C@H:53]1[C:43]1[N:44]([CH2:45][O:46][CH2:47][CH2:48][Si:49]([CH3:52])([CH3:51])[CH3:50])[C:40]([C:37]2[CH:36]=[N:35][C:34]([C:9]3[CH:10]=[CH:11][C:12]([C:15]4[NH:19][C:18]([C@@H:20]5[CH2:24][CH2:23][CH2:22][N:21]5[C:25]([O:27][C:28]([CH3:31])([CH3:30])[CH3:29])=[O:26])=[N:17][CH:16]=4)=[CH:13][CH:14]=3)=[N:39][CH:38]=2)=[CH:41][N:42]=1)=[O:59])([CH3:64])([CH3:63])[CH3:62]. The yield is 0.980. The catalyst is C(OCC)(=O)C.[Pd].O. The reactants are CC1(C)C(C)(C)OB([C:9]2[CH:14]=[CH:13][C:12]([C:15]3[NH:19][C:18]([C@@H:20]4[CH2:24][CH2:23][CH2:22][N:21]4[C:25]([O:27][C:28]([CH3:31])([CH3:30])[CH3:29])=[O:26])=[N:17][CH:16]=3)=[CH:11][CH:10]=2)O1.Cl[C:34]1[N:39]=[CH:38][C:37]([C:40]2[N:44]([CH2:45][O:46][CH2:47][CH2:48][Si:49]([CH3:52])([CH3:51])[CH3:50])[C:43]([C@@H:53]3[CH2:57][CH2:56][CH2:55][N:54]3[C:58]([O:60][C:61]([CH3:64])([CH3:63])[CH3:62])=[O:59])=[N:42][CH:41]=2)=[CH:36][N:35]=1.C([O-])(O)=O.[Na+].COCCOC. (3) The reactants are [Cl-].O[NH3+:3].[C:4](=[O:7])([O-])[OH:5].[Na+].CS(C)=O.[C:13]([O:16][C:17]([CH3:56])([CH3:55])[CH2:18][O:19][C@H:20]1[CH2:25][CH2:24][C@H:23]([N:26]2[C:31](=[O:32])[C:30]([CH2:33][C:34]3[CH:39]=[CH:38][C:37]([C:40]4[CH:45]=[CH:44][CH:43]=[CH:42][C:41]=4[C:46]#[N:47])=[CH:36][CH:35]=3)=[C:29]([CH2:48][CH2:49][CH3:50])[N:28]3[N:51]=[C:52]([CH3:54])[N:53]=[C:27]23)[CH2:22][CH2:21]1)(=[O:15])[CH3:14]. The catalyst is C(OCC)(=O)C. The product is [C:13]([O:16][C:17]([CH3:55])([CH3:56])[CH2:18][O:19][C@H:20]1[CH2:25][CH2:24][C@H:23]([N:26]2[C:31](=[O:32])[C:30]([CH2:33][C:34]3[CH:39]=[CH:38][C:37]([C:40]4[CH:45]=[CH:44][CH:43]=[CH:42][C:41]=4[C:46]4[NH:3][C:4](=[O:7])[O:5][N:47]=4)=[CH:36][CH:35]=3)=[C:29]([CH2:48][CH2:49][CH3:50])[N:28]3[N:51]=[C:52]([CH3:54])[N:53]=[C:27]23)[CH2:22][CH2:21]1)(=[O:15])[CH3:14]. The yield is 0.580. (4) The reactants are CN([CH:4]=[C:5]1[C:11](=O)[C:10]2[CH:13]=[C:14]([CH3:17])[CH:15]=[CH:16][C:9]=2[NH:8][C:7](=[O:18])[CH2:6]1)C.Cl.[C:20]([NH2:25])(=[NH:24])[CH:21]([CH3:23])[CH3:22]. No catalyst specified. The product is [CH3:17][C:14]1[CH:15]=[CH:16][C:9]2[NH:8][C:7](=[O:18])[CH2:6][C:5]3[CH:4]=[N:24][C:20]([CH:21]([CH3:23])[CH3:22])=[N:25][C:11]=3[C:10]=2[CH:13]=1. The yield is 0.910.